From a dataset of Catalyst prediction with 721,799 reactions and 888 catalyst types from USPTO. Predict which catalyst facilitates the given reaction. Reactant: [Cl:1][C:2]1[CH:3]=[C:4]([C:12]2[O:16][N:15]=[C:14]([C:17]3[CH:18]=[CH:19][C:20]([CH2:27][CH2:28][C:29]([O:31]CC)=[O:30])=[C:21]4[C:25]=3[N:24]([CH3:26])[CH:23]=[CH:22]4)[N:13]=2)[CH:5]=[CH:6][C:7]=1[O:8][CH:9]([CH3:11])[CH3:10].[OH-].[Na+].Cl. Product: [Cl:1][C:2]1[CH:3]=[C:4]([C:12]2[O:16][N:15]=[C:14]([C:17]3[CH:18]=[CH:19][C:20]([CH2:27][CH2:28][C:29]([OH:31])=[O:30])=[C:21]4[C:25]=3[N:24]([CH3:26])[CH:23]=[CH:22]4)[N:13]=2)[CH:5]=[CH:6][C:7]=1[O:8][CH:9]([CH3:11])[CH3:10]. The catalyst class is: 1.